Predict the reaction yield, written as a fraction of the theoretical maximum amount of product (1.0 means a 100% yield; for example, 0.34 means a 34% yield). From a dataset of Reaction yield outcomes from USPTO patents with 853,638 reactions. (1) The reactants are [NH2:1][C:2]1[N:7]=[CH:6][C:5]([C:8]2[CH:13]=[CH:12][C:11]([C:14]([N:16]3[CH2:20][CH2:19][CH2:18][C@@H:17]3[CH2:21][N:22]3[CH2:26][CH2:25][CH2:24][CH2:23]3)=[O:15])=[CH:10][CH:9]=2)=[CH:4][C:3]=1[O:27]CC1C=CC=CC=1. The catalyst is CO.[Pd]. The product is [NH2:1][C:2]1[N:7]=[CH:6][C:5]([C:8]2[CH:9]=[CH:10][C:11]([C:14]([N:16]3[CH2:20][CH2:19][CH2:18][C@@H:17]3[CH2:21][N:22]3[CH2:26][CH2:25][CH2:24][CH2:23]3)=[O:15])=[CH:12][CH:13]=2)=[CH:4][C:3]=1[OH:27]. The yield is 0.950. (2) The reactants are [CH3:1][O:2][C:3](=[O:25])[CH2:4][C:5]1[CH:14]=[C:13]([O:15]CC2C=CC=CC=2)[C:12]2[C:7](=[CH:8][CH:9]=[C:10]([F:23])[CH:11]=2)[C:6]=1[Br:24]. The catalyst is C(OCC)(=O)C.[Pd].[Br-].[Zn+2].[Br-]. The product is [CH3:1][O:2][C:3](=[O:25])[CH2:4][C:5]1[CH:14]=[C:13]([OH:15])[C:12]2[C:7](=[CH:8][CH:9]=[C:10]([F:23])[CH:11]=2)[C:6]=1[Br:24]. The yield is 0.644. (3) The reactants are [C:1]([O:5][C:6]([N:8]1[CH2:13][CH2:12][N:11]([C:14]([O:16][C:17]([CH3:20])([CH3:19])[CH3:18])=[O:15])[CH2:10][CH:9]1[CH:21]=O)=[O:7])([CH3:4])([CH3:3])[CH3:2].[C:23]([O-])([O-])=O.[K+].[K+].[N+](=C(P(=O)(OC)OC)C(=O)C)=[N-]. The catalyst is CO. The product is [C:1]([O:5][C:6]([N:8]1[CH2:13][CH2:12][N:11]([C:14]([O:16][C:17]([CH3:19])([CH3:18])[CH3:20])=[O:15])[CH2:10][CH:9]1[C:21]#[CH:23])=[O:7])([CH3:3])([CH3:2])[CH3:4]. The yield is 0.910.